This data is from Forward reaction prediction with 1.9M reactions from USPTO patents (1976-2016). The task is: Predict the product of the given reaction. (1) Given the reactants BrC1C=C2C=CNC2=NC=1.[NH2:11][C:12]1[N:17]=[C:16]([C:18]([O:20][CH3:21])=[O:19])[C:15]([C:22]([O:24][CH3:25])=[O:23])=[CH:14][C:13]=1[C:26]#[C:27][Si](C)(C)C.NC1N=C(C(OC)=O)C(C(OC)=O)=CC=1I, predict the reaction product. The product is: [NH:11]1[C:12]2=[N:17][C:16]([C:18]([O:20][CH3:21])=[O:19])=[C:15]([C:22]([O:24][CH3:25])=[O:23])[CH:14]=[C:13]2[CH:26]=[CH:27]1. (2) Given the reactants [CH2:1]([O:8][C:9]1[CH:10]=[C:11](OS(C(F)(F)F)(=O)=O)[C:12]([NH:23][C:24]([OH:26])=[O:25])=[C:13](OS(C(F)(F)F)(=O)=O)[CH:14]=1)[C:2]1[CH:7]=[CH:6][CH:5]=[CH:4][CH:3]=1.[P:35]([O-:42])([O:39][CH2:40][CH3:41])[O:36][CH2:37][CH3:38].C(N([CH2:48][CH3:49])CC)C, predict the reaction product. The product is: [CH2:1]([O:8][C:9]1[CH:10]=[C:11]([P:35]([O:42][CH2:48][CH3:49])([O:36][CH2:37][CH3:38])=[O:39])[C:12]([NH:23][C:24]([OH:26])=[O:25])=[C:13]([P:35]([O:39][CH2:40][CH3:41])([O:36][CH2:37][CH3:38])=[O:42])[CH:14]=1)[C:2]1[CH:7]=[CH:6][CH:5]=[CH:4][CH:3]=1. (3) Given the reactants [C:1]([C:5]1[N:9]([CH2:10][CH:11]2[CH2:16][CH2:15][C:14]([F:18])([F:17])[CH2:13][CH2:12]2)[C:8]2[CH:19]=[CH:20][C:21]([S:23]([N:26]3[CH2:29][CH:28]([N:30]=[C:31]=[O:32])[CH2:27]3)(=[O:25])=[O:24])=[CH:22][C:7]=2[N:6]=1)([CH3:4])([CH3:3])[CH3:2].[CH2:33]([NH2:35])[CH3:34], predict the reaction product. The product is: [C:1]([C:5]1[N:9]([CH2:10][CH:11]2[CH2:12][CH2:13][C:14]([F:17])([F:18])[CH2:15][CH2:16]2)[C:8]2[CH:19]=[CH:20][C:21]([S:23]([N:26]3[CH2:27][CH:28]([NH:30][C:31]([NH:35][CH2:33][CH3:34])=[O:32])[CH2:29]3)(=[O:25])=[O:24])=[CH:22][C:7]=2[N:6]=1)([CH3:4])([CH3:2])[CH3:3]. (4) Given the reactants [CH3:1][CH:2]1[CH2:7][CH2:6][N:5]([S:8]([C:11]2[CH:12]=[C:13]([CH:17]=[CH:18][CH:19]=2)[C:14]([OH:16])=[O:15])(=[O:10])=[O:9])[CH2:4][CH2:3]1.S(=O)(=O)(O)O.[CH3:25]O, predict the reaction product. The product is: [CH3:1][CH:2]1[CH2:7][CH2:6][N:5]([S:8]([C:11]2[CH:12]=[C:13]([CH:17]=[CH:18][CH:19]=2)[C:14]([O:16][CH3:25])=[O:15])(=[O:10])=[O:9])[CH2:4][CH2:3]1. (5) Given the reactants [C:1]([O:5][C:6]([N:8]1[CH2:13][CH2:12][CH:11]([C:14]2[N:18]([CH2:19][CH3:20])[N:17]=[C:16]([CH2:21][O:22]CC3C=CC=CC=3)[C:15]=2[CH3:30])[CH2:10][CH2:9]1)=[O:7])([CH3:4])([CH3:3])[CH3:2].C(OC(N1CCC(C(Br)C=O)CC1)=O)(C)(C)C, predict the reaction product. The product is: [C:1]([O:5][C:6]([N:8]1[CH2:13][CH2:12][CH:11]([C:14]2[N:18]([CH2:19][CH3:20])[N:17]=[C:16]([CH2:21][OH:22])[C:15]=2[CH3:30])[CH2:10][CH2:9]1)=[O:7])([CH3:2])([CH3:4])[CH3:3]. (6) Given the reactants [CH2:1]([O:5][C:6]1[C:13]([F:14])=[CH:12][C:11]([C:15]2[CH:16]=[N:17][CH:18]=[N:19][CH:20]=2)=[CH:10][C:7]=1[CH:8]=O)[CH2:2][CH:3]=[CH2:4].[NH2:21][C:22]([NH2:24])=[S:23].Cl[Si](C)(C)C, predict the reaction product. The product is: [F:14][C:13]1[C:6]2[O:5][CH2:1][CH2:2][C@@H:3]3[CH2:4][S:23][C:22]([NH2:24])=[N:21][C@@H:8]3[C:7]=2[CH:10]=[C:11]([C:15]2[CH:16]=[N:17][CH:18]=[N:19][CH:20]=2)[CH:12]=1. (7) Given the reactants [Cl:1][C:2]1[CH:3]=[N:4][C:5]2[C:10]([C:11]=1[CH:12]([OH:25])[CH2:13][CH2:14][C:15]1([C:21](OC)=[O:22])[CH2:20][CH2:19][NH:18][CH2:17][CH2:16]1)=[CH:9][C:8]([O:26][CH3:27])=[CH:7][CH:6]=2.Br[CH2:29][CH2:30][O:31][C:32]1[CH:37]=[C:36]([F:38])[CH:35]=[C:34]([F:39])[CH:33]=1.C(=O)([O-])[O-].[K+].[K+], predict the reaction product. The product is: [Cl:1][C:2]1[CH:3]=[N:4][C:5]2[C:10]([C:11]=1[CH:12]1[CH2:13][CH2:14][C:15]3([CH2:20][CH2:19][N:18]([CH2:29][CH2:30][O:31][C:32]4[CH:33]=[C:34]([F:39])[CH:35]=[C:36]([F:38])[CH:37]=4)[CH2:17][CH2:16]3)[C:21](=[O:22])[O:25]1)=[CH:9][C:8]([O:26][CH3:27])=[CH:7][CH:6]=2. (8) Given the reactants [CH3:1][C@@H:2]1[C@H:4]([C:5]2[CH:10]=[CH:9][CH:8]=[CH:7][CH:6]=2)[C@:3]1([NH:14][S:15]([C:18]1[S:19][C:20]([N:23]2[CH:27]=[C:26]([C:28]#[C:29][Si](C)(C)C)[CH:25]=[N:24]2)=[CH:21][CH:22]=1)(=[O:17])=[O:16])[C:11]([OH:13])=[O:12].C(=O)([O-])[O-].[K+].[K+].S([O-])(O)(=O)=O.[K+], predict the reaction product. The product is: [C:28]([C:26]1[CH:25]=[N:24][N:23]([C:20]2[S:19][C:18]([S:15]([NH:14][C@:3]3([C:11]([OH:13])=[O:12])[C@@H:4]([C:5]4[CH:6]=[CH:7][CH:8]=[CH:9][CH:10]=4)[C@H:2]3[CH3:1])(=[O:16])=[O:17])=[CH:22][CH:21]=2)[CH:27]=1)#[CH:29]. (9) Given the reactants C([O:3][C:4](=[O:24])[C@H:5]([OH:23])[CH2:6][C@H:7]([NH2:22])[CH2:8][C:9]1[CH:14]=[CH:13][C:12]([C:15]2[CH:20]=[CH:19][CH:18]=[C:17]([Cl:21])[CH:16]=2)=[CH:11][CH:10]=1)C.[O:25]=[C:26]([CH2:30][CH3:31])[C:27](O)=[O:28].CN(C(ON1N=NC2C=CC=NC1=2)=[N+](C)C)C.F[P-](F)(F)(F)(F)F.CCN(C(C)C)C(C)C.[Li+].[OH-], predict the reaction product. The product is: [Cl:21][C:17]1[CH:16]=[C:15]([C:12]2[CH:11]=[CH:10][C:9]([CH2:8][C@@H:7]([NH:22][C:27](=[O:28])[C:26](=[O:25])[CH2:30][CH3:31])[CH2:6][C@@H:5]([OH:23])[C:4]([OH:3])=[O:24])=[CH:14][CH:13]=2)[CH:20]=[CH:19][CH:18]=1.